Dataset: Full USPTO retrosynthesis dataset with 1.9M reactions from patents (1976-2016). Task: Predict the reactants needed to synthesize the given product. (1) Given the product [O:23]1[C:24]2=[CH:34][CH:33]=[CH:32][C:31]2=[CH:25][CH:26]=[C:27]1[C:6]1[CH:7]=[CH:2][CH:3]=[CH:4][C:5]=1/[CH:8]=[CH:9]/[C:10]1[NH:11][CH:12]=[C:13]([C:15]2[CH:20]=[CH:19][C:18]([Cl:21])=[CH:17][C:16]=2[Cl:22])[N:14]=1, predict the reactants needed to synthesize it. The reactants are: Br[C:2]1[CH:7]=[CH:6][C:5](/[CH:8]=[CH:9]/[C:10]2[NH:11][CH:12]=[C:13]([C:15]3[CH:20]=[CH:19][C:18]([Cl:21])=[CH:17][C:16]=3[Cl:22])[N:14]=2)=[CH:4][CH:3]=1.[O:23]1[C:27](B(O)O)=[CH:26][C:25]2[CH:31]=[CH:32][CH:33]=[CH:34][C:24]1=2. (2) Given the product [CH3:29][O:30][CH2:31][CH2:32][NH:33][C:2]1[N:7]=[C:6]([NH:8][C:9]2[CH:17]=[CH:16][CH:15]=[C:14]3[C:10]=2[CH2:11][CH:12]([OH:18])[CH2:13]3)[CH:5]=[C:4]([C:19]2[CH:20]=[CH:21][C:22]([C:25]([F:27])([F:28])[F:26])=[CH:23][CH:24]=2)[N:3]=1, predict the reactants needed to synthesize it. The reactants are: Cl[C:2]1[N:7]=[C:6]([NH:8][C:9]2[CH:17]=[CH:16][CH:15]=[C:14]3[C:10]=2[CH2:11][CH:12]([OH:18])[CH2:13]3)[CH:5]=[C:4]([C:19]2[CH:24]=[CH:23][C:22]([C:25]([F:28])([F:27])[F:26])=[CH:21][CH:20]=2)[N:3]=1.[CH3:29][O:30][CH2:31][CH2:32][NH2:33]. (3) Given the product [ClH:1].[ClH:1].[NH2:3][C@@H:4]([CH2:13][CH3:14])[C@H:5]([OH:12])[C:6]([NH:8][CH2:9][CH2:11][CH2:10][CH3:16])=[O:7], predict the reactants needed to synthesize it. The reactants are: [ClH:1].Cl.[NH2:3][C@@H:4]([CH2:13][CH3:14])[C@H:5]([OH:12])[C:6]([NH:8][CH:9]1[CH2:11][CH2:10]1)=[O:7].[N+](CCCC)#[C-:16]. (4) Given the product [Cl:14][C:12]1[CH:11]=[N:10][CH:9]=[C:8]([C:22]#[C:21][C:15]2[CH:20]=[CH:19][CH:18]=[CH:17][CH:16]=2)[CH:13]=1, predict the reactants needed to synthesize it. The reactants are: C(=O)([O-])[O-].[Cs+].[Cs+].Cl[C:8]1[CH:9]=[N:10][CH:11]=[C:12]([Cl:14])[CH:13]=1.[C:15]1([C:21]#[CH:22])[CH:20]=[CH:19][CH:18]=[CH:17][CH:16]=1. (5) Given the product [C:3]([C:7]1[CH:12]=[CH:11][CH:10]=[CH:9][C:8]=1[N:13]1[CH2:18][CH2:17][N:16]([C:26]([C:22]2[CH:21]=[C:20]([O:19][CH2:53][C:54]([O:56][C:57]([CH3:60])([CH3:59])[CH3:58])=[O:55])[CH:25]=[N:24][CH:23]=2)=[O:28])[CH2:15][CH2:14]1)([CH3:6])([CH3:4])[CH3:5], predict the reactants needed to synthesize it. The reactants are: Cl.Cl.[C:3]([C:7]1[CH:12]=[CH:11][CH:10]=[CH:9][C:8]=1[N:13]1[CH2:18][CH2:17][NH:16][CH2:15][CH2:14]1)([CH3:6])([CH3:5])[CH3:4].[OH:19][C:20]1[CH:21]=[C:22]([C:26]([OH:28])=O)[CH:23]=[N:24][CH:25]=1.Cl.C(N=C=NCCCN(C)C)C.O.ON1C2C=CC=CC=2N=N1.Br[CH2:53][C:54]([O:56][C:57]([CH3:60])([CH3:59])[CH3:58])=[O:55].C(=O)([O-])[O-].[K+].[K+]. (6) Given the product [Br:1][C:2]1[C:3]([NH:11][NH2:12])=[N:4][C:5]([S:8][CH3:9])=[N:6][CH:7]=1, predict the reactants needed to synthesize it. The reactants are: [Br:1][C:2]1[C:3](Cl)=[N:4][C:5]([S:8][CH3:9])=[N:6][CH:7]=1.[NH2:11][NH2:12]. (7) Given the product [NH2:1][C:2]1[C:11]2[C:6](=[CH:7][C:8]([CH2:12][N:13]3[CH2:18][CH2:17][N:16]([CH2:19][C:20]4[NH:29][C:30]5[CH:35]=[CH:34][N:33]=[CH:32][C:31]=5[CH:21]=4)[CH2:15][C:14]3=[O:22])=[CH:9][CH:10]=2)[N:5]=[CH:4][N:3]=1, predict the reactants needed to synthesize it. The reactants are: [NH2:1][C:2]1[C:11]2[C:6](=[CH:7][C:8]([CH2:12][N:13]3[CH2:18][CH2:17][N:16]([CH2:19][C:20]#[CH:21])[CH2:15][C:14]3=[O:22])=[CH:9][CH:10]=2)[N:5]=[CH:4][N:3]=1.C(OC(=O)[NH:29][C:30]1[CH:35]=[CH:34][N:33]=[CH:32][C:31]=1I)(C)(C)C.CCN(CC)CC. (8) The reactants are: [C:1]([C:4]1[CH:9]=[CH:8][C:7]([S:10]([NH:13][C:14]2[CH:18]=[C:17]([CH3:19])[O:16][N:15]=2)(=[O:12])=[O:11])=[CH:6][CH:5]=1)(=[O:3])[CH3:2].[CH3:20][O:21][C:22]1[CH:29]=[C:28]([O:30][CH3:31])[C:27]([N:32]2[CH2:36][CH2:35][CH2:34][CH2:33]2)=[CH:26][C:23]=1[CH:24]=O. Given the product [CH3:20][O:21][C:22]1[CH:29]=[C:28]([O:30][CH3:31])[C:27]([N:32]2[CH2:36][CH2:35][CH2:34][CH2:33]2)=[CH:26][C:23]=1/[CH:24]=[CH:2]/[C:1]([C:4]1[CH:5]=[CH:6][C:7]([S:10]([NH:13][C:14]2[CH:18]=[C:17]([CH3:19])[O:16][N:15]=2)(=[O:11])=[O:12])=[CH:8][CH:9]=1)=[O:3], predict the reactants needed to synthesize it.